Dataset: Reaction yield outcomes from USPTO patents with 853,638 reactions. Task: Predict the reaction yield, written as a fraction of the theoretical maximum amount of product (1.0 means a 100% yield; for example, 0.34 means a 34% yield). (1) The reactants are [CH:1]1([NH:4][C:5](=[O:38])[C:6]2[CH:11]=[CH:10][C:9]([CH3:12])=[C:8]([NH:13][C:14](=[O:37])[C:15]3[CH:20]=[CH:19][C:18]([O:21][CH2:22][C:23]4[CH:28]=[CH:27][C:26]([O:29]CC5C=CC=CC=5)=[CH:25][N:24]=4)=[CH:17][CH:16]=3)[CH:7]=2)[CH2:3][CH2:2]1.[BrH:39]. The catalyst is C(O)(=O)C.CCOCC. The product is [BrH:39].[CH:1]1([NH:4][C:5](=[O:38])[C:6]2[CH:11]=[CH:10][C:9]([CH3:12])=[C:8]([NH:13][C:14](=[O:37])[C:15]3[CH:16]=[CH:17][C:18]([O:21][CH2:22][C:23]4[CH:28]=[CH:27][C:26]([OH:29])=[CH:25][N:24]=4)=[CH:19][CH:20]=3)[CH:7]=2)[CH2:2][CH2:3]1. The yield is 0.620. (2) The reactants are [CH2:1]([C:3]1[CH:8]=[CH:7][CH:6]=[C:5]([CH2:9][CH3:10])[C:4]=1[C:11]1[CH:20]=[CH:19][C:18]2[C:17](=[O:21])[CH2:16][CH2:15][CH2:14][C:13]=2[N:12]=1)[CH3:2].[BH4-].[Na+]. The catalyst is CO. The product is [CH2:1]([C:3]1[CH:8]=[CH:7][CH:6]=[C:5]([CH2:9][CH3:10])[C:4]=1[C:11]1[CH:20]=[CH:19][C:18]2[CH:17]([OH:21])[CH2:16][CH2:15][CH2:14][C:13]=2[N:12]=1)[CH3:2]. The yield is 0.850. (3) The reactants are FC(F)(F)S(O[C:7]1[C:12]([C:13](=[O:15])[CH3:14])=[CH:11][C:10]([Cl:16])=[C:9]([CH3:17])[C:8]=1[C:18]#[N:19])(=O)=O.[F:22][C:23]1[CH:24]=[C:25](B(O)O)[CH:26]=[CH:27][CH:28]=1.O.N#N. The catalyst is C1(C)C=CC=CC=1.[Na].C1C=CC([P]([Pd]([P](C2C=CC=CC=2)(C2C=CC=CC=2)C2C=CC=CC=2)([P](C2C=CC=CC=2)(C2C=CC=CC=2)C2C=CC=CC=2)[P](C2C=CC=CC=2)(C2C=CC=CC=2)C2C=CC=CC=2)(C2C=CC=CC=2)C2C=CC=CC=2)=CC=1. The product is [C:13]([C:12]1[CH:11]=[C:10]([Cl:16])[C:9]([CH3:17])=[C:8]([C:18]#[N:19])[C:7]=1[C:27]1[CH:26]=[CH:25][CH:24]=[C:23]([F:22])[CH:28]=1)(=[O:15])[CH3:14]. The yield is 0.990. (4) The reactants are [CH3:1][CH:2]1[C:8](=O)[CH2:7][CH:6]2[N:10]([C:11]3[C:20]4[C:15](=[CH:16][CH:17]=[CH:18][CH:19]=4)[C:14]([C:21]#[N:22])=[CH:13][CH:12]=3)[CH:3]1[CH2:4][CH2:5]2.C1(C)C=CC(S(NN)(=O)=O)=CC=1.C([BH3-])#N.[Na+].S1(CCCC1)(=O)=O.C1(C)C=CC(S(O)(=O)=O)=CC=1. The catalyst is C(O)C.O.C1CCCCC1.CN(C)C=O. The product is [CH3:1][CH:2]1[CH2:8][CH2:7][CH:6]2[N:10]([C:11]3[C:20]4[C:15](=[CH:16][CH:17]=[CH:18][CH:19]=4)[C:14]([C:21]#[N:22])=[CH:13][CH:12]=3)[CH:3]1[CH2:4][CH2:5]2. The yield is 0.220. (5) The reactants are Br[C:2]1[CH:3]=[C:4]2[CH2:10][C:9](=[O:11])[NH:8][C:5]2=N[CH:7]=1.[C:12]([O:16][C:17]([CH3:20])([CH3:19])[CH3:18])(=[O:15])[CH:13]=[CH2:14].[C:21]1(C)C=CC=CC=1P(C1C=CC=CC=1C)C1C=CC=CC=1C.C(N(C(C)C)CC)(C)C. The catalyst is C(#N)CC.CN(C=O)C.CC([O-])=O.CC([O-])=O.[Pd+2]. The product is [O:11]=[C:9]1[CH2:10][C:4]2[C:5](=[CH:21][CH:7]=[C:2](/[CH:14]=[CH:13]/[C:12]([O:16][C:17]([CH3:20])([CH3:19])[CH3:18])=[O:15])[CH:3]=2)[NH:8]1. The yield is 0.330. (6) The reactants are [Br:1][C:2]1[CH:7]=[C:6]([F:8])[CH:5]=[CH:4][C:3]=1[CH:9]1[C:14]([C:15]([O:17][CH2:18][CH3:19])=[O:16])=[C:13]([CH2:20]Br)[NH:12][C:11]([N:22]2[CH:26]=[N:25][C:24]([C:27]#[N:28])=[N:23]2)=[N:10]1.Cl.[NH:30]1[CH2:35][CH2:34][O:33][CH:32]([CH2:36][C:37]([OH:39])=[O:38])[CH2:31]1. No catalyst specified. The product is [Br:1][C:2]1[CH:7]=[C:6]([F:8])[CH:5]=[CH:4][C:3]=1[CH:9]1[N:10]=[C:11]([N:22]2[CH:26]=[N:25][C:24]([C:27]#[N:28])=[N:23]2)[NH:12][C:13]([CH2:20][N:30]2[CH2:35][CH2:34][O:33][CH:32]([CH2:36][C:37]([OH:39])=[O:38])[CH2:31]2)=[C:14]1[C:15]([O:17][CH2:18][CH3:19])=[O:16]. The yield is 0.400. (7) The reactants are [CH2:1]([O:4][C@H:5]1[CH2:10][CH2:9][C@H:8]([N:11]2[CH2:16][CH2:15][CH:14]([NH:17]C(=O)OC(C)(C)C)[CH2:13][CH2:12]2)[CH2:7][CH2:6]1)[CH2:2][CH3:3].Cl.C(OCC)C.C(OCC)(=O)C.C([O-])([O-])=O.[Na+].[Na+]. The catalyst is ClCCl. The product is [CH2:1]([O:4][C@H:5]1[CH2:6][CH2:7][C@H:8]([N:11]2[CH2:12][CH2:13][CH:14]([NH2:17])[CH2:15][CH2:16]2)[CH2:9][CH2:10]1)[CH2:2][CH3:3]. The yield is 0.750. (8) The reactants are [C:1]([O:5][C:6]([N:8]1[CH2:12][CH2:11][CH2:10][C@@H:9]1[CH2:13][O:14][C:15]1[CH:20]=[CH:19][C:18]([OH:21])=[CH:17][CH:16]=1)=[O:7])([CH3:4])([CH3:3])[CH3:2].Br[C:23]1[CH:28]=[CH:27][C:26]([C:29]2([C:32]#[N:33])[CH2:31][CH2:30]2)=[CH:25][CH:24]=1.C(=O)([O-])[O-].[Cs+].[Cs+].CN(C)CC(O)=O.Cl. The catalyst is O1CCOCC1.[Cu]I. The product is [C:1]([O:5][C:6]([N:8]1[CH2:12][CH2:11][CH2:10][C@@H:9]1[CH2:13][O:14][C:15]1[CH:20]=[CH:19][C:18]([O:21][C:23]2[CH:28]=[CH:27][C:26]([C:29]3([C:32]#[N:33])[CH2:30][CH2:31]3)=[CH:25][CH:24]=2)=[CH:17][CH:16]=1)=[O:7])([CH3:4])([CH3:2])[CH3:3]. The yield is 0.750. (9) The reactants are [Cl:1][C:2]1[CH:3]=[N:4][N:5]([CH3:27])[C:6]=1[C:7]1[CH:8]=[C:9]([NH:14][C:15](=[O:26])[C:16]2[CH:21]=[CH:20][CH:19]=[C:18]([C:22]([F:25])([F:24])[F:23])[CH:17]=2)[CH:10]=[CH:11][C:12]=1[OH:13].C(=O)([O-])[O-].[K+].[K+].Br[CH2:35][C:36]([NH2:38])=[O:37]. The catalyst is CC(C)=O. The product is [C:36]([CH2:35][O:13][C:12]1[CH:11]=[CH:10][C:9]([NH:14][C:15](=[O:26])[C:16]2[CH:21]=[CH:20][CH:19]=[C:18]([C:22]([F:23])([F:24])[F:25])[CH:17]=2)=[CH:8][C:7]=1[C:6]1[N:5]([CH3:27])[N:4]=[CH:3][C:2]=1[Cl:1])(=[O:37])[NH2:38]. The yield is 0.830. (10) The reactants are [CH3:1][N:2]([CH3:23])[C:3]1[CH:8]=[C:7]([NH:9][C:10]2[CH:15]=[CH:14][C:13]([CH3:16])=[CH:12][CH:11]=2)[N:6]=[C:5]([N:17]2[CH2:22][CH2:21][NH:20][CH2:19][CH2:18]2)[N:4]=1.Cl[CH2:25][C:26]1[CH:31]=[CH:30][CH:29]=[CH:28][C:27]=1[O:32][CH3:33].C(N(CC)CC)C.C([O-])(O)=O.[Na+]. The catalyst is CN(C=O)C. The product is [CH3:33][O:32][C:27]1[CH:28]=[CH:29][CH:30]=[CH:31][C:26]=1[CH2:25][N:20]1[CH2:19][CH2:18][N:17]([C:5]2[N:4]=[C:3]([N:2]([CH3:1])[CH3:23])[CH:8]=[C:7]([NH:9][C:10]3[CH:11]=[CH:12][C:13]([CH3:16])=[CH:14][CH:15]=3)[N:6]=2)[CH2:22][CH2:21]1. The yield is 0.270.